From a dataset of Peptide-MHC class II binding affinity with 134,281 pairs from IEDB. Regression. Given a peptide amino acid sequence and an MHC pseudo amino acid sequence, predict their binding affinity value. This is MHC class II binding data. (1) The peptide sequence is IPTAFSIGKTYKPEE. The binding affinity (normalized) is 0.385. The MHC is DRB1_1101 with pseudo-sequence DRB1_1101. (2) The peptide sequence is AAIHEMFVNTLQMSS. The MHC is HLA-DQA10301-DQB10302 with pseudo-sequence HLA-DQA10301-DQB10302. The binding affinity (normalized) is 0.219. (3) The peptide sequence is FKAAVAAAAGAPPAD. The MHC is DRB1_1201 with pseudo-sequence DRB1_1201. The binding affinity (normalized) is 0.175. (4) The peptide sequence is YTDVFSLDPTFTIETT. The MHC is HLA-DQA10301-DQB10301 with pseudo-sequence HLA-DQA10301-DQB10301. The binding affinity (normalized) is 0.213. (5) The peptide sequence is INEPTAAAIAEGLDR. The MHC is HLA-DQA10102-DQB10602 with pseudo-sequence HLA-DQA10102-DQB10602. The binding affinity (normalized) is 0.719. (6) The peptide sequence is MILVGVIMMFLSLGV. The MHC is DRB1_0404 with pseudo-sequence DRB1_0404. The binding affinity (normalized) is 0.346. (7) The peptide sequence is WMIHTLEALDYKECE. The MHC is HLA-DQA10501-DQB10303 with pseudo-sequence HLA-DQA10501-DQB10303. The binding affinity (normalized) is 0.564. (8) The peptide sequence is VCKHTYVDRGWGNGC. The MHC is DRB1_0701 with pseudo-sequence DRB1_0701. The binding affinity (normalized) is 0.166. (9) The peptide sequence is IKEKGKDKWIELKES. The MHC is DRB3_0202 with pseudo-sequence DRB3_0202. The binding affinity (normalized) is 0. (10) The peptide sequence is EKKYFAATQVEPLAA. The MHC is DRB1_0101 with pseudo-sequence DRB1_0101. The binding affinity (normalized) is 0.817.